This data is from Experimentally validated miRNA-target interactions with 360,000+ pairs, plus equal number of negative samples. The task is: Binary Classification. Given a miRNA mature sequence and a target amino acid sequence, predict their likelihood of interaction. The miRNA is hsa-miR-4490 with sequence UCUGGUAAGAGAUUUGGGCAUA. The protein sequence of the target gene is MVQQRGARAKRDGGPPPPGPGPAEEGAREPGWCKTPSGHIKRPMNAFMVWSQHERRKIMDQWPDMHNAEISKRLGRRWQLLQDSEKIPFVREAERLRLKHMADYPDYKYRPRKKSKGAPAKARPRPPGGSGGGSRLKPGPQLPGRGGRRAAGGPLGGGAAAPEDDDEDDDEELLEVRLVETPGRELWRMVPAGRAARGQAERAQGPSGEGAAAAAAASPTPSEDEEPEEEEEEAAAAEEGEEETVASGEESLGFLSRLPPGPAGLDCSALDRDPDLQPPSGTSHFEFPDYCTPEVTEMIA.... Result: 1 (interaction).